From a dataset of Catalyst prediction with 721,799 reactions and 888 catalyst types from USPTO. Predict which catalyst facilitates the given reaction. (1) Reactant: [Br:1][C:2]1[CH:7]=[CH:6][C:5]([N:8]2[C:13](=[O:14])[CH:12]=[C:11]([O:15][CH:16]3[CH2:21][CH2:20][N:19](C(OC(C)(C)C)=O)[CH2:18][CH2:17]3)[C:10]([C:29]#[N:30])=[N:9]2)=[C:4]([F:31])[CH:3]=1.[ClH:32].O1CCOCC1.CCOCC. Product: [ClH:32].[Br:1][C:2]1[CH:7]=[CH:6][C:5]([N:8]2[C:13](=[O:14])[CH:12]=[C:11]([O:15][CH:16]3[CH2:17][CH2:18][NH:19][CH2:20][CH2:21]3)[C:10]([C:29]#[N:30])=[N:9]2)=[C:4]([F:31])[CH:3]=1. The catalyst class is: 2. (2) Reactant: [Si:1]([O:8][CH:9]1[CH2:13][N:12]([C:14]([O:16][C:17]([CH3:20])([CH3:19])[CH3:18])=[O:15])[CH:11]([C:21](OC)=[O:22])[CH2:10]1)([C:4]([CH3:7])([CH3:6])[CH3:5])([CH3:3])[CH3:2].[Li+].[BH4-]. Product: [Si:1]([O:8][CH:9]1[CH2:13][N:12]([C:14]([O:16][C:17]([CH3:20])([CH3:19])[CH3:18])=[O:15])[CH:11]([CH2:21][OH:22])[CH2:10]1)([C:4]([CH3:7])([CH3:6])[CH3:5])([CH3:3])[CH3:2]. The catalyst class is: 1. (3) Reactant: [Cl:1][C:2]1[CH:3]=[N:4][CH:5]=[C:6]([F:9])[C:7]=1I.CC1(C)C(C)(C)OB([C:18]2[CH2:19][CH2:20][N:21]([C:24]([O:26][C:27]([CH3:30])([CH3:29])[CH3:28])=[O:25])[CH2:22][CH:23]=2)O1.C([O-])([O-])=O.[Na+].[Na+]. Product: [Cl:1][C:2]1[CH:3]=[N:4][CH:5]=[C:6]([F:9])[C:7]=1[C:18]1[CH2:23][CH2:22][N:21]([C:24]([O:26][C:27]([CH3:30])([CH3:29])[CH3:28])=[O:25])[CH2:20][CH:19]=1. The catalyst class is: 628. (4) Reactant: [NH2:1][C:2]1[C:15]2[C:6](=[CH:7][C:8]3[C:9]4[C:14]=2[C:13](=[O:16])[N:12]([CH2:17][CH2:18][N:19]([CH3:21])[CH3:20])[C:11](=[O:22])[C:10]=4[CH:23]=[CH:24][CH:25]=3)[CH:5]=[CH:4][CH:3]=1.[CH:26]([C:29]1[CH:34]=[CH:33][C:32]([N:35]=[C:36]=[S:37])=[CH:31][CH:30]=1)([CH3:28])[CH3:27]. Product: [CH3:21][N:19]([CH3:20])[CH2:18][CH2:17][N:12]1[C:11](=[O:22])[C:10]2[CH:23]=[CH:24][CH:25]=[C:8]3[C:9]=2[C:14](=[C:15]2[C:2]([NH:1][C:36]([NH:35][C:32]4[CH:33]=[CH:34][C:29]([CH:26]([CH3:28])[CH3:27])=[CH:30][CH:31]=4)=[S:37])=[CH:3][CH:4]=[CH:5][C:6]2=[CH:7]3)[C:13]1=[O:16]. The catalyst class is: 10. (5) Reactant: [Br:1][C:2]1[CH:7]=[C:6]([CH3:8])[CH:5]=[CH:4][N:3]=1.[N:9]1[CH:14]=[CH:13][CH:12]=[CH:11][C:10]=1[C:15](OCC)=[O:16].C[Si]([N-][Si](C)(C)C)(C)C.[Na+]. Product: [N:9]1[CH:14]=[CH:13][CH:12]=[CH:11][C:10]=1[C:15](=[O:16])[CH2:8][C:6]1[CH:5]=[CH:4][N:3]=[C:2]([Br:1])[CH:7]=1. The catalyst class is: 1.